From a dataset of Reaction yield outcomes from USPTO patents with 853,638 reactions. Predict the reaction yield, written as a fraction of the theoretical maximum amount of product (1.0 means a 100% yield; for example, 0.34 means a 34% yield). (1) The reactants are [N+:1]([C:4]1[CH:9]=[C:8]([N+:10]([O-])=O)[CH:7]=[CH:6][C:5]=1[CH2:13][C:14]([O:16]C)=O)([O-])=O.[H][H]. The catalyst is [Pd].CO. The product is [NH2:10][C:8]1[CH:9]=[C:4]2[C:5]([CH2:13][C:14](=[O:16])[NH:1]2)=[CH:6][CH:7]=1. The yield is 0.0740. (2) The reactants are O[CH:2]([C:10]1[C:15]2[CH:16]([CH3:19])[CH2:17][O:18][C:14]=2[C:13]([O:20][CH3:21])=[CH:12][CH:11]=1)[CH2:3][C:4]1[CH:9]=[CH:8][N:7]=[CH:6][CH:5]=1.C([SiH](CC)CC)C.C(=O)(O)[O-].[Na+]. The catalyst is C(Cl)Cl. The product is [CH3:21][O:20][C:13]1[C:14]2[O:18][CH2:17][CH:16]([CH3:19])[C:15]=2[C:10]([CH2:2][CH2:3][C:4]2[CH:9]=[CH:8][N:7]=[CH:6][CH:5]=2)=[CH:11][CH:12]=1. The yield is 0.0910.